Predict the reactants needed to synthesize the given product. From a dataset of Full USPTO retrosynthesis dataset with 1.9M reactions from patents (1976-2016). Given the product [O:3]1[C:7]2[CH:8]=[CH:9][C:10]([CH2:12][S:13][C:14]3[N:15]4[C:21]([C:22]5[CH:23]=[CH:24][CH:25]=[CH:26][CH:27]=5)=[C:20]([Br:1])[S:19][C:16]4=[N:17][N:18]=3)=[CH:11][C:6]=2[O:5][CH2:4]1, predict the reactants needed to synthesize it. The reactants are: [Br:1]Br.[O:3]1[C:7]2[CH:8]=[CH:9][C:10]([CH2:12][S:13][C:14]3[N:15]4[C:21]([C:22]5[CH:27]=[CH:26][CH:25]=[CH:24][CH:23]=5)=[CH:20][S:19][C:16]4=[N:17][N:18]=3)=[CH:11][C:6]=2[O:5][CH2:4]1.C([O-])(O)=O.[Na+].